Task: Predict the reaction yield, written as a fraction of the theoretical maximum amount of product (1.0 means a 100% yield; for example, 0.34 means a 34% yield).. Dataset: Reaction yield outcomes from USPTO patents with 853,638 reactions (1) The reactants are [C:1]([O:5][C:6](=[O:18])[NH:7][C@H:8]([CH2:11][O:12][CH:13]([CH2:16][OH:17])[CH:14]=[CH2:15])[CH:9]=[CH2:10])([CH3:4])([CH3:3])[CH3:2].C(N(CC)CC)C.[C:26](Cl)(=[O:28])[CH3:27]. The catalyst is C(Cl)Cl. The product is [C:26]([O:17][CH2:16][CH:13]([O:12][CH2:11][C@@H:8]([NH:7][C:6]([O:5][C:1]([CH3:4])([CH3:2])[CH3:3])=[O:18])[CH:9]=[CH2:10])[CH:14]=[CH2:15])(=[O:28])[CH3:27]. The yield is 0.850. (2) The reactants are [CH2:1]1[O:10][C:9]2[CH:8]=[CH:7][C:5]([NH2:6])=[CH:4][C:3]=2[O:2]1.[CH3:11][C:12](OC(C)=O)=[O:13].C([O-])(O)=O.[Na+]. The catalyst is CC(O)=O. The product is [O:10]1[C:9]2[CH:8]=[CH:7][C:5]([NH:6][C:12](=[O:13])[CH3:11])=[CH:4][C:3]=2[O:2][CH2:1]1. The yield is 0.950. (3) The reactants are Br[C:2]1[C:7]([NH2:8])=[C:6]([Br:9])[CH:5]=[C:4]([CH2:10][CH3:11])[N:3]=1.[S-:12][CH2:13][CH3:14].[Na+].O. The catalyst is CN(C=O)C. The product is [Br:9][C:6]1[CH:5]=[C:4]([CH2:10][CH3:11])[N:3]=[C:2]([S:12][CH2:13][CH3:14])[C:7]=1[NH2:8]. The yield is 0.840. (4) The reactants are [NH2:1][C@@H:2]([CH2:33][C:34]1[CH:39]=[CH:38][CH:37]=[CH:36][CH:35]=1)[C@@H:3]([OH:32])[CH2:4][C@@H:5]([NH:19][C:20]([C@@H:22]([NH:27][C:28](=[O:31])[O:29][CH3:30])[C:23]([CH3:26])([CH3:25])[CH3:24])=[O:21])[CH2:6][C:7]1[CH:12]=[CH:11][C:10]([C:13]2[CH:18]=[CH:17][CH:16]=[CH:15][N:14]=2)=[CH:9][CH:8]=1.[CH3:40][C:41]([CH3:62])([CH3:61])[C@H:42]([N:46]1[CH2:50][C:49](=[O:51])[N:48]([CH2:52][C:53]2[CH:58]=[CH:57][CH:56]=[C:55]([CH3:59])[N:54]=2)[C:47]1=[O:60])[C:43](O)=[O:44].CCOP(ON1N=NC2C=CC=CC=2C1=O)(OCC)=O.C(N(CC)C(C)C)(C)C. The catalyst is C1COCC1. The product is [CH3:40][C:41]([CH3:62])([CH3:61])[C@H:42]([N:46]1[CH2:50][C:49](=[O:51])[N:48]([CH2:52][C:53]2[CH:58]=[CH:57][CH:56]=[C:55]([CH3:59])[N:54]=2)[C:47]1=[O:60])[C:43]([NH:1][C@@H:2]([CH2:33][C:34]1[CH:35]=[CH:36][CH:37]=[CH:38][CH:39]=1)[C@@H:3]([OH:32])[CH2:4][C@@H:5]([NH:19][C:20]([C@@H:22]([NH:27][C:28](=[O:31])[O:29][CH3:30])[C:23]([CH3:26])([CH3:25])[CH3:24])=[O:21])[CH2:6][C:7]1[CH:12]=[CH:11][C:10]([C:13]2[CH:18]=[CH:17][CH:16]=[CH:15][N:14]=2)=[CH:9][CH:8]=1)=[O:44]. The yield is 0.640. (5) The reactants are [CH3:1][N:2]1[CH:6]=[C:5]([NH2:7])[CH:4]=[N:3]1.N1(/[C:13](/[NH:22][C:23](=[O:29])[O:24][C:25]([CH3:28])([CH3:27])[CH3:26])=[N:14]\[C:15](=[O:21])[O:16][C:17]([CH3:20])([CH3:19])[CH3:18])C=CC=N1. The catalyst is CC#N. The product is [CH3:1][N:2]1[CH:6]=[C:5]([NH:7]/[C:13](/[NH:22][C:23](=[O:29])[O:24][C:25]([CH3:28])([CH3:27])[CH3:26])=[N:14]\[C:15](=[O:21])[O:16][C:17]([CH3:20])([CH3:19])[CH3:18])[CH:4]=[N:3]1. The yield is 0.910. (6) The reactants are [CH2:1]([C:3]1[CH:8]=[CH:7][CH:6]=[C:5]([CH2:9][CH3:10])[C:4]=1[C:11]1[CH:16]=[CH:15][CH:14]=[C:13]([CH:17]=[O:18])[CH:12]=1)[CH3:2].[BH4-].[Na+].Cl. The catalyst is CO.O1CCCC1.C(OCC)(=O)C. The product is [CH2:1]([C:3]1[CH:8]=[CH:7][CH:6]=[C:5]([CH2:9][CH3:10])[C:4]=1[C:11]1[CH:16]=[CH:15][CH:14]=[C:13]([CH2:17][OH:18])[CH:12]=1)[CH3:2]. The yield is 0.800. (7) The reactants are Cl.[NH2:2][C:3]1[C:4]2[C:14]([O:15][CH2:16][C:17]3([NH2:22])[CH2:21][CH2:20][CH2:19][CH2:18]3)=[CH:13][CH:12]=[CH:11][C:5]=2[NH:6][S:7](=[O:10])(=[O:9])[N:8]=1.C(N(CC)CC)C.[CH3:30][NH:31][C:32]1[CH:33]=[C:34]([CH:38]=[CH:39][N:40]=1)[C:35](O)=[O:36].CCN=C=NCCCN(C)C.C1C=CC2N(O)N=NC=2C=1. The catalyst is CN(C=O)C. The product is [NH2:2][C:3]1[C:4]2[C:14]([O:15][CH2:16][C:17]3([NH:22][C:35](=[O:36])[C:34]4[CH:38]=[CH:39][N:40]=[C:32]([NH:31][CH3:30])[CH:33]=4)[CH2:21][CH2:20][CH2:19][CH2:18]3)=[CH:13][CH:12]=[CH:11][C:5]=2[NH:6][S:7](=[O:10])(=[O:9])[N:8]=1. The yield is 0.340. (8) The reactants are Br[C:2]1[C:10]2[C:6](=[C:7]([Cl:12])[N:8]([CH3:11])[N:9]=2)[CH:5]=[CH:4][CH:3]=1.[Cl:13][C:14]1[CH:19]=[C:18]([Cl:20])[CH:17]=[CH:16][C:15]=1B(O)O.COCCOC.C([O-])([O-])=O.[Na+].[Na+]. The catalyst is C(OCC)(=O)C.C1C=CC([P]([Pd]([P](C2C=CC=CC=2)(C2C=CC=CC=2)C2C=CC=CC=2)([P](C2C=CC=CC=2)(C2C=CC=CC=2)C2C=CC=CC=2)[P](C2C=CC=CC=2)(C2C=CC=CC=2)C2C=CC=CC=2)(C2C=CC=CC=2)C2C=CC=CC=2)=CC=1. The product is [Cl:12][C:7]1[N:8]([CH3:11])[N:9]=[C:10]2[C:6]=1[CH:5]=[CH:4][CH:3]=[C:2]2[C:17]1[CH:16]=[CH:15][C:14]([Cl:13])=[CH:19][C:18]=1[Cl:20]. The yield is 0.630. (9) The reactants are [C:1]([O:7][C:8]([CH3:11])([CH3:10])[CH3:9])(=[O:6])[CH2:2][C:3]([CH3:5])=O.[I:12][C:13]1[CH:20]=[CH:19][CH:18]=[CH:17][C:14]=1[CH:15]=O.[NH4+:21].[OH-:22]. The catalyst is CCO.C(Cl)Cl. The product is [I:12][C:13]1[CH:20]=[CH:19][CH:18]=[CH:17][C:14]=1[CH:15]1[C:2]([C:1]([O:7][C:8]([CH3:11])([CH3:10])[CH3:9])=[O:6])=[C:3]([CH3:5])[NH:21][C:3]([CH3:5])=[C:2]1[C:1]([O:7][C:8]([CH3:11])([CH3:10])[CH3:9])=[O:22]. The yield is 0.0400. (10) The reactants are [CH3:1][C:2]1[C:8]([CH3:9])=[CH:7][C:5]([NH2:6])=[C:4]([N+:10]([O-:12])=[O:11])[CH:3]=1.[H-].[Na+].Br[CH2:16][CH2:17][CH2:18][C:19]1[CH:24]=[CH:23][CH:22]=[CH:21][CH:20]=1. The catalyst is CN(C=O)C. The product is [CH3:1][C:2]1[C:8]([CH3:9])=[CH:7][C:5]([NH:6][CH2:16][CH2:17][CH2:18][C:19]2[CH:24]=[CH:23][CH:22]=[CH:21][CH:20]=2)=[C:4]([N+:10]([O-:12])=[O:11])[CH:3]=1. The yield is 0.680.